Dataset: Peptide-MHC class I binding affinity with 185,985 pairs from IEDB/IMGT. Task: Regression. Given a peptide amino acid sequence and an MHC pseudo amino acid sequence, predict their binding affinity value. This is MHC class I binding data. The peptide sequence is LSDAARLFL. The MHC is HLA-A02:12 with pseudo-sequence HLA-A02:12. The binding affinity (normalized) is 0.0847.